This data is from Forward reaction prediction with 1.9M reactions from USPTO patents (1976-2016). The task is: Predict the product of the given reaction. (1) The product is: [C:1]([C:5]1[CH:9]=[C:8]([NH:10][C:11](=[O:12])[NH:13][C:14]2[C:23]3[C:18](=[CH:19][CH:20]=[CH:21][CH:22]=3)[C:17]([O:24][C:25]3[CH:30]=[CH:29][N:28]=[C:27]([NH:42][C:43]4[CH:44]=[C:45]([CH:57]=[CH:58][CH:59]=4)[C:46]([NH:48][CH2:49][CH2:50][N:51]4[CH2:56][CH2:55][O:54][CH2:53][CH2:52]4)=[O:47])[N:26]=3)=[CH:16][CH:15]=2)[N:7]([C:32]2[CH:37]=[CH:36][CH:35]=[C:34]([P:38]([CH3:41])([CH3:40])=[O:39])[CH:33]=2)[N:6]=1)([CH3:4])([CH3:3])[CH3:2]. Given the reactants [C:1]([C:5]1[CH:9]=[C:8]([NH:10][C:11]([NH:13][C:14]2[C:23]3[C:18](=[CH:19][CH:20]=[CH:21][CH:22]=3)[C:17]([O:24][C:25]3[CH:30]=[CH:29][N:28]=[C:27](Cl)[N:26]=3)=[CH:16][CH:15]=2)=[O:12])[N:7]([C:32]2[CH:37]=[CH:36][CH:35]=[C:34]([P:38]([CH3:41])([CH3:40])=[O:39])[CH:33]=2)[N:6]=1)([CH3:4])([CH3:3])[CH3:2].[NH2:42][C:43]1[CH:44]=[C:45]([CH:57]=[CH:58][CH:59]=1)[C:46]([NH:48][CH2:49][CH2:50][N:51]1[CH2:56][CH2:55][O:54][CH2:53][CH2:52]1)=[O:47].CC(O)C.CN(C=O)C, predict the reaction product. (2) The product is: [Cl:11][C:10]1[C:5]([C:3]([OH:4])=[O:2])=[N:6][C:7]([NH:12][C:13]2[CH:18]=[CH:17][CH:16]=[CH:15][CH:14]=2)=[N:8][CH:9]=1. Given the reactants C[O:2][C:3]([C:5]1[C:10]([Cl:11])=[CH:9][N:8]=[C:7]([NH:12][C:13]2[CH:18]=[CH:17][CH:16]=[CH:15][CH:14]=2)[N:6]=1)=[O:4].Cl, predict the reaction product. (3) Given the reactants [Cl-].[CH2:2]([N+](CCCCCCCCCC)(C)C)CCCCCCCCC.C[C@H:26]([C:39]([O-:41])=[O:40])[C:27]1[CH:32]=[CH:31][C:30]2[CH:33]=[C:34](OC)[CH:35]=[CH:36][C:29]=2[CH:28]=1.[Na+], predict the reaction product. The product is: [CH3:2][O:41][C:39](=[O:40])[CH2:26][C:27]1[CH:32]=[CH:31][C:30]2[C:29](=[CH:36][CH:35]=[CH:34][CH:33]=2)[CH:28]=1. (4) Given the reactants [CH3:1][O:2][CH2:3][CH:4]([O:6][C:7]1[CH:8]=[C:9]([CH:14]=[C:15]([O:17][C:18]2[CH:23]=[CH:22][C:21]([C:24]3[O:25][C:26]([CH3:29])=[N:27][N:28]=3)=[CH:20][CH:19]=2)[CH:16]=1)[C:10]([O:12]C)=[O:11])[CH3:5].[OH-].[Na+], predict the reaction product. The product is: [CH3:1][O:2][CH2:3][CH:4]([O:6][C:7]1[CH:8]=[C:9]([CH:14]=[C:15]([O:17][C:18]2[CH:23]=[CH:22][C:21]([C:24]3[O:25][C:26]([CH3:29])=[N:27][N:28]=3)=[CH:20][CH:19]=2)[CH:16]=1)[C:10]([OH:12])=[O:11])[CH3:5]. (5) Given the reactants [O:1]1[CH2:6][CH2:5][N:4]([C:7]2[CH:13]=[CH:12][C:10]([NH2:11])=[CH:9][CH:8]=2)[CH2:3][CH2:2]1.[NH:14]([C:18]1[CH:35]=[CH:34][C:21]2[NH:22][C:23]([C:25]3[CH:33]=[CH:32][C:28]([C:29]([O-])=[O:30])=[CH:27][CH:26]=3)=[N:24][C:20]=2[CH:19]=1)[C:15]([CH3:17])=[O:16], predict the reaction product. The product is: [NH:14]([C:18]1[CH:35]=[CH:34][C:21]2[NH:22][C:23]([C:25]3[CH:33]=[CH:32][C:28]([C:29]([NH:11][C:10]4[CH:12]=[CH:13][C:7]([N:4]5[CH2:3][CH2:2][O:1][CH2:6][CH2:5]5)=[CH:8][CH:9]=4)=[O:30])=[CH:27][CH:26]=3)=[N:24][C:20]=2[CH:19]=1)[C:15]([CH3:17])=[O:16]. (6) Given the reactants [NH2:1][C:2]([C:6]1[CH:11]=[CH:10][C:9]([O:12][C:13]2[CH:18]=[CH:17][CH:16]=[CH:15][CH:14]=2)=[CH:8][CH:7]=1)=[CH:3][C:4]#[N:5].[N+:19]([C:22]1[CH:27]=[CH:26][C:25]([C:28](=O)[CH2:29][C:30](OCC)=[O:31])=[CH:24][CH:23]=1)([O-:21])=[O:20], predict the reaction product. The product is: [N+:19]([C:22]1[CH:23]=[CH:24][C:25]([C:28]2[NH:1][C:2]([C:6]3[CH:11]=[CH:10][C:9]([O:12][C:13]4[CH:18]=[CH:17][CH:16]=[CH:15][CH:14]=4)=[CH:8][CH:7]=3)=[C:3]([C:4]#[N:5])[C:30](=[O:31])[CH:29]=2)=[CH:26][CH:27]=1)([O-:21])=[O:20]. (7) Given the reactants C(=O)([O-])[O-].[Cs+].[Cs+].[Br:7][C:8]1[CH:9]=[CH:10][C:11]2[O:15][C:14](=[O:16])[NH:13][C:12]=2[CH:17]=1.[CH2:18](I)[CH3:19], predict the reaction product. The product is: [CH3:9][CH2:10][CH2:11][CH:12]([CH3:17])[CH3:18].[Br:7][C:8]1[CH:9]=[CH:10][C:11]2[O:15][C:14](=[O:16])[N:13]([CH2:18][CH3:19])[C:12]=2[CH:17]=1. (8) Given the reactants [Br:1][CH2:2][C:3]([NH:5][C:6]1C=CO[N:7]=1)=[O:4].[N:11]1[CH:16]=NC=[N:13][C:12]=1N, predict the reaction product. The product is: [Br:1][CH2:2][C:3]([NH:5][C:6]1[N:7]=[CH:16][N:11]=[CH:12][N:13]=1)=[O:4]. (9) Given the reactants [OH:1][C:2]1[CH:35]=[CH:34][C:5]([CH2:6][NH:7][C:8]2[N:13]=[C:12]([O:14][CH2:15][C:16]([F:19])([F:18])[F:17])[N:11]=[C:10]([NH:20][C:21]3[CH:33]=[CH:32][C:24]([C:25]([O:27][C:28]([CH3:31])([CH3:30])[CH3:29])=[O:26])=[CH:23][CH:22]=3)[N:9]=2)=[CH:4][CH:3]=1.[Cl:36][CH2:37][C:38]([CH2:40]Cl)=[CH2:39].C([O-])([O-])=O.[K+].[K+], predict the reaction product. The product is: [Cl:36][CH2:37][C:38](=[CH2:39])[CH2:40][O:1][C:2]1[CH:35]=[CH:34][C:5]([CH2:6][NH:7][C:8]2[N:13]=[C:12]([O:14][CH2:15][C:16]([F:19])([F:17])[F:18])[N:11]=[C:10]([NH:20][C:21]3[CH:33]=[CH:32][C:24]([C:25]([O:27][C:28]([CH3:30])([CH3:31])[CH3:29])=[O:26])=[CH:23][CH:22]=3)[N:9]=2)=[CH:4][CH:3]=1. (10) Given the reactants Cl[NH:2][C:3](=[NH:11])[CH2:4][C:5]1[CH:10]=[CH:9][CH:8]=[CH:7][CH:6]=1.[S-:12][C:13]#[N:14].[K+], predict the reaction product. The product is: [CH2:4]([C:3]1[N:11]=[C:13]([NH2:14])[S:12][N:2]=1)[C:5]1[CH:10]=[CH:9][CH:8]=[CH:7][CH:6]=1.